From a dataset of Forward reaction prediction with 1.9M reactions from USPTO patents (1976-2016). Predict the product of the given reaction. (1) Given the reactants Br[C:2]1[C:7](Cl)=[CH:6][N:5]=[C:4]2[N:9]([S:12]([C:15]3[CH:21]=[CH:20][C:18]([CH3:19])=[CH:17][CH:16]=3)(=[O:14])=[O:13])[CH:10]=[CH:11][C:3]=12.CO[C:36]1[CH:41]=[CH:40][C:39](P2(SP([C:36]3[CH:37]=[CH:38][C:39](OC)=[CH:40][CH:41]=3)(=S)S2)=S)=[CH:38][CH:37]=1.[C:44]([O-:47])([O-])=[O:45].[Na+].[Na+].[CH2:50]1COC[CH2:51]1, predict the reaction product. The product is: [CH2:50]([O:47][C:44](=[O:45])[C:36]1[CH:37]=[CH:38][CH:39]=[C:40]([C:2]2[CH:7]=[CH:6][N:5]=[C:4]3[N:9]([S:12]([C:15]4[CH:21]=[CH:20][C:18]([CH3:19])=[CH:17][CH:16]=4)(=[O:14])=[O:13])[CH:10]=[CH:11][C:3]=23)[CH:41]=1)[CH3:51]. (2) The product is: [O:26]=[C:18]1[C:19]2[CH:25]=[CH:24][CH:23]=[CH:22][C:20]=2[S:21][C:1]([C:3]2[N:8]=[C:7]([CH2:9][NH:10][C:11](=[O:17])[O:12][C:13]([CH3:14])([CH3:16])[CH3:15])[CH:6]=[CH:5][CH:4]=2)=[N:2]1. Given the reactants [C:1]([C:3]1[N:8]=[C:7]([CH2:9][NH:10][C:11](=[O:17])[O:12][C:13]([CH3:16])([CH3:15])[CH3:14])[CH:6]=[CH:5][CH:4]=1)#[N:2].[C:18](OC)(=[O:26])[C:19]1[C:20](=[CH:22][CH:23]=[CH:24][CH:25]=1)[SH:21].C(N(CC)CC)C, predict the reaction product. (3) Given the reactants C(OC([C:6]12[CH2:16][N:11]([CH2:12][CH2:13][C:14]1=[O:15])[CH2:10][C:9]1[CH:17]=[CH:18][CH:19]=[CH:20][C:8]=1[CH2:7]2)=O)C, predict the reaction product. The product is: [CH2:10]1[C:9]2[CH:17]=[CH:18][CH:19]=[CH:20][C:8]=2[CH2:7][CH:6]2[CH2:16][N:11]1[CH2:12][CH2:13][C:14]2=[O:15].